Dataset: Forward reaction prediction with 1.9M reactions from USPTO patents (1976-2016). Task: Predict the product of the given reaction. (1) Given the reactants CN1C2C(=CC(C(F)(F)F)=CC=2)C(C)=C1C(O)=O.C[O:20][C:21]([C:23]1[S:27][C:26]2[CH:28]=[CH:29][C:30]([Cl:32])=[CH:31][C:25]=2[CH:24]=1)=[O:22], predict the reaction product. The product is: [Cl:32][C:30]1[CH:29]=[CH:28][C:26]2[S:27][C:23]([C:21]([OH:22])=[O:20])=[CH:24][C:25]=2[CH:31]=1. (2) Given the reactants [NH:1]1[CH:5]=[CH:4][N:3]=[CH:2]1.Br[CH2:7][CH2:8][CH2:9][Cl:10].[OH-].[Na+].O, predict the reaction product. The product is: [Cl:10][CH2:9][CH2:8][CH2:7][N:1]1[CH:5]=[CH:4][N:3]=[CH:2]1. (3) Given the reactants [C:1]([Si:5]([O:8][C:9]1[CH:14]=[C:13]([CH2:15][CH3:16])[CH:12]=[CH:11][C:10]=1[F:17])([CH3:7])[CH3:6])([CH3:4])([CH3:3])[CH3:2].[Li]CCCC.CN([CH:26]=[O:27])C, predict the reaction product. The product is: [Si:5]([O:8][C:9]1[C:10]([F:17])=[C:11]([CH:12]=[C:13]([CH2:15][CH3:16])[CH:14]=1)[CH:26]=[O:27])([C:1]([CH3:4])([CH3:3])[CH3:2])([CH3:7])[CH3:6]. (4) Given the reactants [Cl:1][C:2]1[C:3]2[CH:13]=[C:12]([OH:14])[C:11]([OH:15])=[C:10]([N+:16]([O-:18])=[O:17])[C:4]=2[S:5][C:6]=1[C:7]([OH:9])=[O:8].S(Cl)(Cl)=O.[CH2:23](O)[CH3:24], predict the reaction product. The product is: [CH2:23]([O:8][C:7]([C:6]1[S:5][C:4]2[C:10]([N+:16]([O-:18])=[O:17])=[C:11]([OH:15])[C:12]([OH:14])=[CH:13][C:3]=2[C:2]=1[Cl:1])=[O:9])[CH3:24]. (5) The product is: [Cl:1][C:2]1[CH:10]=[CH:9][C:8]2[N:7](/[CH:18]=[C:19](\[C:21]3[CH:26]=[CH:25][CH:24]=[CH:23][C:22]=3[F:27])/[CH3:20])[C:6]3[CH2:11][CH2:12][N:13]([CH3:16])[CH2:14][CH2:15][C:5]=3[C:4]=2[CH:3]=1. Given the reactants [Cl:1][C:2]1[CH:10]=[CH:9][C:8]2[NH:7][C:6]3[CH2:11][CH2:12][N:13]([CH3:16])[CH2:14][CH2:15][C:5]=3[C:4]=2[CH:3]=1.Br[CH:18]=[C:19]([C:21]1[CH:26]=[CH:25][CH:24]=[CH:23][C:22]=1[F:27])[CH3:20].N1CCC[C@H]1C(O)=O.[O-]P([O-])([O-])=O.[K+].[K+].[K+], predict the reaction product. (6) Given the reactants [Cl:1][C:2]1[N:3]=[C:4]([C:30]2[CH:35]=[CH:34][C:33]([C:36]([F:39])([F:38])[F:37])=[CH:32][C:31]=2[O:40][CH3:41])[C:5]2[C:10]([CH:11]=1)=[CH:9][C:8]([S:12]([N:15](CC1C=CC(OC)=CC=1)[C:16]1[S:17][CH:18]=[CH:19][N:20]=1)(=[O:14])=[O:13])=[CH:7][CH:6]=2.C(Cl)Cl.C(O)(C(F)(F)F)=O, predict the reaction product. The product is: [Cl:1][C:2]1[N:3]=[C:4]([C:30]2[CH:35]=[CH:34][C:33]([C:36]([F:37])([F:38])[F:39])=[CH:32][C:31]=2[O:40][CH3:41])[C:5]2[C:10]([CH:11]=1)=[CH:9][C:8]([S:12]([NH:15][C:16]1[S:17][CH:18]=[CH:19][N:20]=1)(=[O:14])=[O:13])=[CH:7][CH:6]=2. (7) Given the reactants FC(F)(F)C(O)=O.[NH2:8][C:9]1[CH:10]=[C:11]2[C:15](=[CH:16][CH:17]=1)[NH:14][C:13]([C:18]([NH:20][CH2:21][C:22]1[CH:27]=[CH:26][C:25]([Cl:28])=[C:24]([O:29][C:30]3[CH:35]=[C:34]([C:36]#[N:37])[CH:33]=[C:32]([Cl:38])[CH:31]=3)[C:23]=1[F:39])=[O:19])=[CH:12]2.[CH3:40][C:41]([O:44][C:45]([NH:47][CH2:48][C:49](O)=[O:50])=[O:46])([CH3:43])[CH3:42].CCN(C(C)C)C(C)C.O=C1N(P(Cl)(N2CCOC2=O)=O)CCO1, predict the reaction product. The product is: [Cl:28][C:25]1[CH:26]=[CH:27][C:22]([CH2:21][NH:20][C:18]([C:13]2[NH:14][C:15]3[C:11]([CH:12]=2)=[CH:10][C:9]([NH:8][C:49](=[O:50])[CH2:48][NH:47][C:45](=[O:46])[O:44][C:41]([CH3:40])([CH3:42])[CH3:43])=[CH:17][CH:16]=3)=[O:19])=[C:23]([F:39])[C:24]=1[O:29][C:30]1[CH:35]=[C:34]([C:36]#[N:37])[CH:33]=[C:32]([Cl:38])[CH:31]=1.